Task: Predict the product of the given reaction.. Dataset: Forward reaction prediction with 1.9M reactions from USPTO patents (1976-2016) (1) Given the reactants N1C=CC=C(C(Cl)=O)C=1.[CH3:10][O:11][C:12]1[CH:13]=[C:14]2[C:19](=[CH:20][C:21]=1[O:22][CH3:23])[N:18]=[CH:17][CH:16]=[C:15]2[O:24][C:25]1[CH:31]=[CH:30][C:28]([NH2:29])=[CH:27][CH:26]=1.[N:32]1[CH:37]=[CH:36][CH:35]=[C:34]([C:38]([N:40]=[C:41]=[S:42])=[O:39])[CH:33]=1, predict the reaction product. The product is: [N:32]1[CH:37]=[CH:36][CH:35]=[C:34]([C:38]([N:40]=[C:41]=[S:42])=[O:39])[CH:33]=1.[CH3:10][O:11][C:12]1[CH:13]=[C:14]2[C:19](=[CH:20][C:21]=1[O:22][CH3:23])[N:18]=[CH:17][CH:16]=[C:15]2[O:24][C:25]1[CH:31]=[CH:30][C:28]([NH:29][C:41]([NH:40][C:38]([C:34]2[CH:33]=[N:32][CH:37]=[CH:36][CH:35]=2)=[O:39])=[S:42])=[CH:27][CH:26]=1. (2) Given the reactants C([O:8][N:9]1[C:14]2[N:15]=[CH:16][N:17]=[C:18]([CH3:19])[C:13]=2[C:12]([NH:20][CH2:21][C:22]2[CH:27]=[CH:26][CH:25]=[CH:24][C:23]=2[N:28]2[CH2:33][CH2:32][CH2:31][CH2:30][CH2:29]2)=[CH:11][C:10]1=[O:34])C1C=CC=CC=1.CO.[H][H], predict the reaction product. The product is: [OH:8][N:9]1[C:14]2[N:15]=[CH:16][N:17]=[C:18]([CH3:19])[C:13]=2[C:12]([NH:20][CH2:21][C:22]2[CH:27]=[CH:26][CH:25]=[CH:24][C:23]=2[N:28]2[CH2:33][CH2:32][CH2:31][CH2:30][CH2:29]2)=[CH:11][C:10]1=[O:34].